Task: Predict the product of the given reaction.. Dataset: Forward reaction prediction with 1.9M reactions from USPTO patents (1976-2016) (1) Given the reactants [F:1][C:2]1[CH:10]=[C:9]([I:11])[CH:8]=[CH:7][C:3]=1[C:4]([OH:6])=[O:5].[CH2:12](O)[CH3:13].S(=O)(=O)(O)O, predict the reaction product. The product is: [F:1][C:2]1[CH:10]=[C:9]([I:11])[CH:8]=[CH:7][C:3]=1[C:4]([O:6][CH2:12][CH3:13])=[O:5]. (2) Given the reactants Br[C:2]1[N:3]=[CH:4][C:5]([N:8]2[C:12]3[CH:13]=[CH:14][C:15]([O:17][CH3:18])=[CH:16][C:11]=3[N:10]=[C:9]2[C:19]([F:22])([F:21])[F:20])=[N:6][CH:7]=1.[F:23][C:24]1[CH:32]=[CH:31][C:27]([C:28]([NH2:30])=[O:29])=[CH:26][CH:25]=1.[O-]P([O-])([O-])=O.[K+].[K+].[K+].C(N)CN, predict the reaction product. The product is: [F:23][C:24]1[CH:32]=[CH:31][C:27]([C:28]([NH:30][C:2]2[CH:7]=[N:6][C:5]([N:8]3[C:12]4[CH:13]=[CH:14][C:15]([O:17][CH3:18])=[CH:16][C:11]=4[N:10]=[C:9]3[C:19]([F:22])([F:21])[F:20])=[CH:4][N:3]=2)=[O:29])=[CH:26][CH:25]=1. (3) Given the reactants [C:1]([OH:9])(=[O:8])[C:2]1[CH:7]=[CH:6][CH:5]=[CH:4][CH:3]=1.[CH3:10][C:11]1([CH3:40])[CH2:20][CH2:19][CH:18]([O:21][CH2:22][O:23][CH3:24])[C:17]2[CH:16]=[C:15](C3C=C4C(=CC=3)C=C(C(OCC)=O)C=C4)[CH:14]=[CH:13][C:12]1=2, predict the reaction product. The product is: [CH3:10][C:11]1([CH3:40])[CH2:20][CH:19]([C:2]2[CH:1]=[C:5]3[C:6](=[CH:4][CH:3]=2)[CH:7]=[C:2]([C:1]([OH:9])=[O:8])[CH:3]=[CH:4]3)[CH:18]([O:21][CH2:22][O:23][CH3:24])[C:17]2[CH:16]=[CH:15][CH:14]=[CH:13][C:12]1=2. (4) Given the reactants [CH:1]([CH:3]1[C:12]2[C:7](=[C:8]([C:13]#[N:14])[CH:9]=[CH:10][CH:11]=2)[CH2:6][O:5][CH2:4]1)=C.[O:15]=[O+][O-].S(C)C, predict the reaction product. The product is: [CH:1]([CH:3]1[C:12]2[C:7](=[C:8]([C:13]#[N:14])[CH:9]=[CH:10][CH:11]=2)[CH2:6][O:5][CH2:4]1)=[O:15]. (5) The product is: [C:41]([C:13]1([C:16]2[N:17]=[CH:18][C:19]([NH:22][C:23]([C:25]3[CH:26]=[N:27][N:28]([C:31]4[CH:36]=[CH:35][C:34]([C:37]([F:39])([F:40])[F:38])=[CH:33][N:32]=4)[C:29]=3[CH3:30])=[O:24])=[CH:20][CH:21]=2)[CH2:12][CH2:11][N:10]([C:7]([CH3:8])([CH3:9])[CH2:6][OH:5])[CH2:15][CH2:14]1)#[N:42]. Given the reactants [BH4-].[Li+].C([O:5][C:6](=O)[C:7]([N:10]1[CH2:15][CH2:14][C:13]([C:41]#[N:42])([C:16]2[CH:21]=[CH:20][C:19]([NH:22][C:23]([C:25]3[CH:26]=[N:27][N:28]([C:31]4[CH:36]=[CH:35][C:34]([C:37]([F:40])([F:39])[F:38])=[CH:33][N:32]=4)[C:29]=3[CH3:30])=[O:24])=[CH:18][N:17]=2)[CH2:12][CH2:11]1)([CH3:9])[CH3:8])C.[BH4-].[Na+].[Cl-].[NH4+], predict the reaction product. (6) Given the reactants [Cl:1][C:2]1[C:11]2[C:6](=[CH:7][CH:8]=[CH:9][CH:10]=2)[CH:5]=[CH:4][C:3]=1[NH:12][CH2:13][CH2:14][NH:15]C(=O)OC(C)(C)C, predict the reaction product. The product is: [Cl-:1].[Cl:1][C:2]1[C:11]2[C:6](=[CH:7][CH:8]=[CH:9][CH:10]=2)[CH:5]=[CH:4][C:3]=1[NH:12][CH2:13][CH2:14][NH3+:15].